Predict the product of the given reaction. From a dataset of Forward reaction prediction with 1.9M reactions from USPTO patents (1976-2016). (1) Given the reactants [CH3:1][C:2]1[N:3]=[C:4]([NH:12][CH2:13][CH:14]([C:16]2[CH:21]=[CH:20][CH:19]=[CH:18][CH:17]=2)[OH:15])[C:5]2[CH:10]=[C:9]([CH3:11])[S:8][C:6]=2[N:7]=1.[Cr](Cl)([O-])(=O)=O.[NH+]1C=CC=CC=1, predict the reaction product. The product is: [CH3:1][C:2]1[N:3]=[C:4]([NH:12][CH2:13][C:14]([C:16]2[CH:21]=[CH:20][CH:19]=[CH:18][CH:17]=2)=[O:15])[C:5]2[CH:10]=[C:9]([CH3:11])[S:8][C:6]=2[N:7]=1. (2) Given the reactants [NH2:1][C:2]1[N:10]=[C:9]2[C:5]([N:6]=[CH:7][N:8]2[C@H:11]2[C@H:16]3[C@H:17]([O:18]CC4C=CC=CC=4)[C@:13]([CH2:26][OH:27])([CH2:14][O:15]3)[O:12]2)=[C:4]([N:28]=[N+]=[N-])[N:3]=1, predict the reaction product. The product is: [NH2:1][C:2]1[N:10]=[C:9]2[C:5]([N:6]=[CH:7][N:8]2[C@H:11]2[C@H:16]3[C@H:17]([OH:18])[C@:13]([CH2:26][OH:27])([CH2:14][O:15]3)[O:12]2)=[C:4]([NH2:28])[N:3]=1.